Dataset: Reaction yield outcomes from USPTO patents with 853,638 reactions. Task: Predict the reaction yield, written as a fraction of the theoretical maximum amount of product (1.0 means a 100% yield; for example, 0.34 means a 34% yield). (1) The reactants are [CH3:1][NH2:2].Cl.[OH-].[K+].[CH3:6][O:7][C:8]1[CH:16]=[C:15]2[C:11]([CH:12]=[CH:13][NH:14]2)=[C:10]([CH:17]([C:21]2[CH:26]=[CH:25][CH:24]=[CH:23][CH:22]=2)[CH2:18][CH:19]=O)[CH:9]=1. The catalyst is CO. The product is [CH3:6][O:7][C:8]1[CH:16]=[C:15]2[C:11]([CH:12]=[CH:13][NH:14]2)=[C:10]([CH:17]([C:21]2[CH:26]=[CH:25][CH:24]=[CH:23][CH:22]=2)[CH2:18][CH2:19][NH:2][CH3:1])[CH:9]=1. The yield is 0.130. (2) The reactants are OC(C(F)(F)F)=O.[NH2:8][C:9]1([C:32]([NH2:34])=[O:33])[CH2:14][CH2:13][N:12]([C:15]([C:17]2[C:18]3[CH:31]=[CH:30][CH:29]=[CH:28][C:19]=3[S:20][C:21]=2[NH:22][C:23]([NH:25][CH2:26][CH3:27])=[O:24])=[O:16])[CH2:11][CH2:10]1.C(O)(=O)C.[CH2:39]([O:41][C:42](OCC)([O:50]CC)[CH2:43][CH2:44][C:45](OCC)=O)[CH3:40]. The catalyst is C1(C)C=CC=CC=1.CN(C=O)C. The product is [CH2:26]([NH:25][C:23](=[O:24])[NH:22][C:21]1[S:20][C:19]2[CH:28]=[CH:29][CH:30]=[CH:31][C:18]=2[C:17]=1[C:15]([N:12]1[CH2:11][CH2:10][C:9]2([N:8]=[C:45]([CH2:44][CH2:43][C:42]([O:41][CH2:39][CH3:40])=[O:50])[NH:34][C:32]2=[O:33])[CH2:14][CH2:13]1)=[O:16])[CH3:27]. The yield is 0.650. (3) The reactants are [Cl:1][C:2]1[CH:7]=[CH:6][C:5]([OH:8])=[C:4](I)[CH:3]=1.[CH3:10][O:11][C:12]1[CH:17]=[CH:16][C:15]([C:18]#[CH:19])=[CH:14][CH:13]=1.O. The catalyst is CN(C=O)C.C(NCC)C.[Cu]I. The product is [Cl:1][C:2]1[CH:7]=[CH:6][C:5]2[O:8][C:18]([C:15]3[CH:16]=[CH:17][C:12]([O:11][CH3:10])=[CH:13][CH:14]=3)=[CH:19][C:4]=2[CH:3]=1. The yield is 0.500. (4) The reactants are C(OC([NH:8][C:9]1[C:18]2[C:13](=[CH:14][CH:15]=[CH:16][CH:17]=2)[C:12]([O:19][C:20]2[CH:25]=[CH:24][N:23]=[C:22]([NH:26]C(=O)OC(C)(C)C)[N:21]=2)=[CH:11][CH:10]=1)=O)(C)(C)C.C(O)(C(F)(F)F)=O. The catalyst is C(Cl)Cl. The product is [NH2:8][C:9]1[C:18]2[C:13](=[CH:14][CH:15]=[CH:16][CH:17]=2)[C:12]([O:19][C:20]2[CH:25]=[CH:24][N:23]=[C:22]([NH2:26])[N:21]=2)=[CH:11][CH:10]=1. The yield is 0.960. (5) The reactants are B(Br)(Br)Br.[CH:5]1([C:8]2[CH:14]=[CH:13][C:11]([NH2:12])=[CH:10][C:9]=2[O:15]C)[CH2:7][CH2:6]1. The catalyst is ClCCl. The product is [NH2:12][C:11]1[CH:13]=[CH:14][C:8]([CH:5]2[CH2:7][CH2:6]2)=[C:9]([OH:15])[CH:10]=1. The yield is 0.520.